Dataset: Drug-target binding data from BindingDB using Ki measurements. Task: Regression. Given a target protein amino acid sequence and a drug SMILES string, predict the binding affinity score between them. We predict pKi (pKi = -log10(Ki in M); higher means stronger inhibition). Dataset: bindingdb_ki. (1) The small molecule is COC(=O)c1ccccc1S(=O)(=O)NC(=O)N(C)c1nc(C)nc(OC)n1. The target protein (P07342) has sequence MIRQSTLKNFAIKRCFQHIAYRNTPAMRSVALAQRFYSSSSRYYSASPLPASKRPEPAPSFNVDPLEQPAEPSKLAKKLRAEPDMDTSFVGLTGGQIFNEMMSRQNVDTVFGYPGGAILPVYDAIHNSDKFNFVLPKHEQGAGHMAEGYARASGKPGVVLVTSGPGATNVVTPMADAFADGIPMVVFTGQVPTSAIGTDAFQEADVVGISRSCTKWNVMVKSVEELPLRINEAFEIATSGRPGPVLVDLPKDVTAAILRNPIPTKTTLPSNALNQLTSRAQDEFVMQSINKAADLINLAKKPVLYVGAGILNHADGPRLLKELSDRAQIPVTTTLQGLGSFDQEDPKSLDMLGMHGCATANLAVQNADLIIAVGARFDDRVTGNISKFAPEARRAAAEGRGGIIHFEVSPKNINKVVQTQIAVEGDATTNLGKMMSKIFPVKERSEWFAQINKWKKEYPYAYMEETPGSKIKPQTVIKKLSKVANDTGRHVIVTTGVGQH.... The pKi is 6.4. (2) The compound is c1ccc(CN2CC3CCC2C3Nc2ccc3[nH]ncc3c2)cc1. The target protein sequence is PGAPETAPGDGAGASRQRKLEALIRDPRSPINVESLLDGLNSLVLDLDFPALRKNKNIDNFLNRYEKIVKKIRGLQMKAEDYDVVKVIGRGAFGEVQLVRHKASQKVYAMKLLSKFEMIKRSDSAFFWEERDIMAFANSPWVVQLFYAFQDDRYLYMVMEYMPGGDLVNLMSNYDVPEKWAKFYTAEVVLALDAIHSMGLIHRDVKPDNMLLDKHGHLKLADFGTCMKMDETGMVHCDTAVGTPDYISPEVLKSQGGDGFYGRECDWWSVGVFLYEMLVGDTPFYADSLVGTYSKIMDHKNSLCFPEDAEISKHAKNLICAFLTDREVRLGRNGVEEIRQHPFFKNDQWHWDNIRETAAPVVPELSSDIDSSNFDDIEDDKGDVETFPIPKAFVGNQLPFIGFTYYRENLLLSDSPSCRETDSIQSRKNEESQEIQKKLYTLEEHLSNEMQAKEELEQKCKSVNTRLEKTAKELEEEITLRKSVESALRQLEREKALLQH.... The pKi is 6.3. (3) The compound is CCOC(=O)N[C@@H](CCCCN)C(=O)c1noc(Cc2ccc(OCCc3ccccc3)cc2)n1. The target protein (P15944) has sequence MPSPLVLALALLGSLVPVSPAPGQALQRVGIVGGREAPGSKWPWQVSLRLKGQYWRHICGGSLIHPQWVLTAAHCVGPNVVCPEEIRVQLREQHLYYQDHLLPVNRIVMHPNYYTPENGADIALLELEDPVNVSAHVQPVTLPPALQTFPTGTPCWVTGWGDVHSGTPLPPPFPLKQVKVPIVENSMCDVQYHLGLSTGDGVRIVREDMLCAGNSKSDSCQGDSGGPLVCRVRGVWLQAGVVSWGEGCAQPNRPGIYTRVAYYLDWIHQYVPKEP. The pKi is 6.4. (4) The drug is CC(C)[C@H](NC(=O)N(C)Cc1ccccn1)C(=O)N[C@@H](Cc1ccccc1)[C@H](O)[C@@H](O)[C@H](Cc1ccccc1)NC(=O)[C@@H](NC(=O)N(C)Cc1ccccn1)C(C)C. The target protein sequence is PQVTLWQRPLVTIKIGGQLKEALLDTGADDTVLEEMSLPGRWKPKMIGGIGGFIKVRQYDQILIEICGHKAIGTVLVGPTPANIIGRNLLTQIGCTLNF. The pKi is 8.0. (5) The drug is O=c1ccn([C@H]2C[C@H](O)[C@@H](COP(=O)(O)O)O2)c(=O)[nH]1. The target protein (Q2TA32) has sequence MPAAGSEPSRPPSPPGVQEQSAEPRPPPPPHGELQYLGQIEHILRCGFRRDDRTGTGTLSVFGMQARYNLRDEFPLLTTKRVFWKGVLEELLWFIKGSTNAKELSSKGVKIWDANGSRDFLDGLGFSDRAEGDLGPVYGFQWRHFGAEYKDMDSEYSGQGVDQLQKVIDTIKTNPNDRRIILCAWNPKDLPLMALPPCHALCQFYVVNGELSCQLYQRSGDMGLGVPFNIASYALLTYMIAHITDLKPGDFVHTLGDAHIYLNHIEPLKTQALMELRGQSSRSLDGDGQAGTSRWAPVATDTERDRCCELQREPRPFPKLKILRKVETIDDFQAEDFQIEGYNPNPTIKMEMAV. The pKi is 5.1. (6) The compound is CC(=O)N[C@H](CCCNC(=N)N)C(=O)N[C@H]1CSSC[C@@H](C(N)=O)NC(=O)[C@H](Cc2c[nH]c3ccccc23)NC(=O)[C@@H](CCCNC(=N)N)NC(=O)[C@@H](Cc2ccccc2)NC(=O)[C@@H](Cc2cnc[nH]2)NC(=O)[C@H](CCC(=O)O)NC1=O. The target protein (Q01726) has sequence MAVQGSQRRLLGSLNSTPTAIPQLGLAANQTGARCLEVSISDGLFLSLGLVSLVENALVVATIAKNRNLHSPMYCFICCLALSDLLVSGSNVLETAVILLLEAGALVARAAVLQQLDNVIDVITCSSMLSSLCFLGAIAVDRYISIFYALRYHSIVTLPRARRAVAAIWVASVVFSTLFIAYYDHVAVLLCLVVFFLAMLVLMAVLYVHMLARACQHAQGIARLHKRQRPVHQGFGLKGAVTLTILLGIFFLCWGPFFLHLTLIVLCPEHPTCGCIFKNFNLFLALIICNAIIDPLIYAFHSQELRRTLKEVLTCSW. The pKi is 8.0. (7) The compound is O=C(OC1CN2CCC1CC2)n1ccc2ccccc21. The pKi is 8.1. The target protein (P49582) has sequence MCGRRGGIWLALAAALLHVSLQGEFQRRLYKELVKNYNPLERPVANDSQPLTVYFSLSLLQIMDVDEKNQVLTTNIWLQMSWTDHYLQWNMSEYPGVKNVRFPDGQIWKPDILLYNSADERFDATFHTNVLVNASGHCQYLPPGIFKSSCYIDVRWFPFDVQQCKLKFGSWSYGGWSLDLQMQEADISSYIPNGEWDLMGIPGKRNEKFYECCKEPYPDVTYTVTMRRRTLYYGLNLLIPCVLISALALLVFLLPADSGEKISLGITVLLSLTVFMLLVAEIMPATSDSVPLIAQYFASTMIIVGLSVVVTVIVLRYHHHDPDGGKMPKWTRIILLNWCAWFLRMKRPGEDKVRPACQHKPRRCSLASVELSAGAGPPTSNGNLLYIGFRGLEGMHCAPTPDSGVVCGRLACSPTHDEHLMHGTHPSDGDPDLAKILEEVRYIANRFRCQDESEVICSEWKFAACVVDRLCLMAFSVFTIICTIGILMSAPNFVEAVSKD.... (8) The pKi is 2.7. The drug is CC(=O)N[C@@H]1[C@@H](O)C=C(C(=O)O)O[C@H]1[C@H](O)[C@H](O)CO. The target protein sequence is MKFVGLVGSNYDQSYNRKLLEFIRRNFKFKFELEVLEIDEVPMFNQDEKWDESFQLRFLYNKITRADGVIIATPEHNHTISASLKSVLEWLSYEVHPFENKPVMIVGASYYDQGTSRAQVHLRKILDAPGVNAYTLPGNEFLLGKAKEAFDNNGNITNEGTVKFLETCLDNFVKYVGVVSKLKKPKPIESEDLDCGKPIATTITEVDPDDPEWVEKVAAITGAVSGDTYVKLDHGILTVNQIDMFLKAMPFELTYADDNNQFLYYNNAHQDPDTMFAKRVPPQSGSRMSTVHGSLPPARMKNVEWVIGTLRNGNQEYVRTIVPGSPAGVINTHNYQAMYYPDGSYAGINEIVFNFQPWLDWYLKETGQRLVGGSGPFAPAAGGHGDADATSGASDSGDVGGHGGDADATAGASY. (9) The drug is COc1ccccc1N1CCN(Cc2cn(CCOCCOCCOCCF)nn2)CC1. The target protein (Q28998) has sequence MGAGALALGASEPCNLSSAAPLPDGAATAARLLVPASPPASLLTPASEGSVQLSQQWTAGMGLLMALIVLLIVAGNVLVIVAIAKTPRLQTLTNLFIMSLASADLVMGLLVVPFGATIVVWGRWEYGSFFCELWTSVDVLCVTASIETLCVIALDRYLAITSPFRYQSLLTRAARALVCTVWAISALVSFLPILMHWWRDKGAEARRCYNDPKCCDFVTNRAYAIASSVVSFYVPLCIMAFVYLRVFREAQKQVKKIDSCERRFLGSPARPPSPAPSPGSPLPAAAAAAPVANGRTSKRRPSRLVALREQKALKTLGIIMGVFTLCWLPFFLANVVKAFHRDLVPDRLFVFFNWLGYANSAFNPIIYCRSPDFRKAFQRLLCCARRVARGSCAAAGDGPRASGCLAVARPPPSPGAASDDDDDEEDVGAAPPAPLLEPWAGYNGGAARDSDSSLDERTPGGRASESKV. The pKi is 5.9.